This data is from Full USPTO retrosynthesis dataset with 1.9M reactions from patents (1976-2016). The task is: Predict the reactants needed to synthesize the given product. (1) Given the product [OH:19][C:17]1[N:33]([C:28]2[CH:29]=[CH:30][CH:31]=[CH:32][C:27]=2[N+:24]([O-:26])=[O:25])[C:34](=[O:35])[N:8]([CH2:7][C:1]2[CH:2]=[CH:3][CH:4]=[CH:5][CH:6]=2)[C:9](=[O:10])[C:11]=1[C:12]([O:14][CH2:15][CH3:16])=[O:13], predict the reactants needed to synthesize it. The reactants are: [C:1]1([CH2:7][NH:8][C:9]([CH:11]([C:17]([O:19]CC)=O)[C:12]([O:14][CH2:15][CH3:16])=[O:13])=[O:10])[CH:6]=[CH:5][CH:4]=[CH:3][CH:2]=1.[H-].[Na+].[N+:24]([C:27]1[CH:32]=[CH:31][CH:30]=[CH:29][C:28]=1[N:33]=[C:34]=[O:35])([O-:26])=[O:25]. (2) Given the product [CH:1]1([CH2:4][C:5]([N:22]([O:23][CH3:24])[CH3:21])=[O:7])[CH2:3][CH2:2]1, predict the reactants needed to synthesize it. The reactants are: [CH:1]1([CH2:4][C:5]([OH:7])=O)[CH2:3][CH2:2]1.C(N1C=CN=C1)(N1C=CN=C1)=O.Cl.[CH3:21][NH:22][O:23][CH3:24]. (3) Given the product [OH:22][C:17]1[CH:18]=[CH:19][CH:20]=[CH:21][C:16]=1[N:10]1[CH2:11][CH2:12][N:13]([C:28]([O:27][C:23]([CH3:26])([CH3:25])[CH3:24])=[O:29])[CH2:14][CH2:15]1, predict the reactants needed to synthesize it. The reactants are: C(N(CC)CC)C.Br.Br.[N:10]1([C:16]2[CH:21]=[CH:20][CH:19]=[CH:18][C:17]=2[OH:22])[CH2:15][CH2:14][NH:13][CH2:12][CH2:11]1.[C:23]([O:27][C:28](O[C:28]([O:27][C:23]([CH3:26])([CH3:25])[CH3:24])=[O:29])=[O:29])([CH3:26])([CH3:25])[CH3:24]. (4) The reactants are: [CH3:1][NH:2][C:3](=[O:28])[C:4]1[CH:9]=[CH:8][C:7]([C@H:10]([C:21]2[CH:26]=[CH:25][CH:24]=[CH:23][C:22]=2[CH3:27])[CH2:11][C:12]([C:14]2[CH:19]=[CH:18][N:17]=[C:16]([CH3:20])[CH:15]=2)=O)=[CH:6][CH:5]=1.Cl.[NH2:30][OH:31].C(=O)([O-])O.[Na+]. Given the product [OH:31]/[N:30]=[C:12](/[C:14]1[CH:19]=[CH:18][N:17]=[C:16]([CH3:20])[CH:15]=1)\[CH2:11][C@H:10]([C:7]1[CH:8]=[CH:9][C:4]([C:3]([NH:2][CH3:1])=[O:28])=[CH:5][CH:6]=1)[C:21]1[CH:26]=[CH:25][CH:24]=[CH:23][C:22]=1[CH3:27], predict the reactants needed to synthesize it. (5) Given the product [CH2:1]([O:8][C:9]([C:11]1[CH:20]=[C:19]([O:21][CH2:22][C:23]2[CH:28]=[CH:27][CH:26]=[CH:25][CH:24]=2)[C:18]2[C:13](=[C:14]([O:30][CH2:31][C:32]3[CH:37]=[CH:36][CH:35]=[CH:34][CH:33]=3)[C:15]([C:40]3[CH:45]=[CH:44][CH:43]=[CH:42][CH:41]=3)=[CH:16][CH:17]=2)[N:12]=1)=[O:10])[C:2]1[CH:7]=[CH:6][CH:5]=[CH:4][CH:3]=1, predict the reactants needed to synthesize it. The reactants are: [CH2:1]([O:8][C:9]([C:11]1[CH:20]=[C:19]([O:21][CH2:22][C:23]2[CH:28]=[CH:27][CH:26]=[CH:25][CH:24]=2)[C:18]2[C:13](=[C:14]([O:30][CH2:31][C:32]3[CH:37]=[CH:36][CH:35]=[CH:34][CH:33]=3)[C:15](Br)=[CH:16][CH:17]=2)[N:12]=1)=[O:10])[C:2]1[CH:7]=[CH:6][CH:5]=[CH:4][CH:3]=1.CO[C:40]1[CH:45]=[CH:44][C:43](B(O)O)=[CH:42][CH:41]=1.C1(B(O)O)C=CC=CC=1.